From a dataset of Forward reaction prediction with 1.9M reactions from USPTO patents (1976-2016). Predict the product of the given reaction. (1) Given the reactants [O:1]1[C:5]2[CH:6]=[CH:7][CH:8]=[CH:9][C:4]=2[CH:3]=[C:2]1[C:10]([N:12]1[CH2:17][CH:16]2[CH:14]([C:15]2([C:19]2[CH:20]=[C:21]([NH:25][S:26]([CH3:29])(=[O:28])=[O:27])[CH:22]=[CH:23][CH:24]=2)[CH3:18])[CH2:13]1)=O.[H-].[Al+3].[Li+].[H-].[H-].[H-].O.C(=O)([O-])O.[Na+], predict the reaction product. The product is: [O:1]1[C:5]2[CH:6]=[CH:7][CH:8]=[CH:9][C:4]=2[CH:3]=[C:2]1[CH2:10][N:12]1[CH2:17][CH:16]2[CH:14]([C:15]2([C:19]2[CH:20]=[C:21]([NH:25][S:26]([CH3:29])(=[O:27])=[O:28])[CH:22]=[CH:23][CH:24]=2)[CH3:18])[CH2:13]1. (2) Given the reactants [CH:1](O)=[O:2].[C:4]([O:8][C:9]([N:11]1[CH2:15][CH2:14][C:13]([NH2:54])([C:16](=[O:53])[NH:17][C:18]2[CH:19]=[C:20]3[C:24](=[CH:25][CH:26]=2)[N:23]([C:27]([C:40]2[CH:45]=[CH:44][CH:43]=[CH:42][CH:41]=2)([C:34]2[CH:39]=[CH:38][CH:37]=[CH:36][CH:35]=2)[C:28]2[CH:33]=[CH:32][CH:31]=[CH:30][CH:29]=2)[N:22]=[C:21]3[C:46]2[CH:51]=[CH:50][C:49]([F:52])=[CH:48][CH:47]=2)[CH2:12]1)=[O:10])([CH3:7])([CH3:6])[CH3:5].ClC1N=C(OC)N=C(OC)N=1.CN1CCOCC1, predict the reaction product. The product is: [C:4]([O:8][C:9]([N:11]1[CH2:15][CH2:14][C:13]([C:16](=[O:53])[NH:17][C:18]2[CH:19]=[C:20]3[C:24](=[CH:25][CH:26]=2)[N:23]([C:27]([C:28]2[CH:33]=[CH:32][CH:31]=[CH:30][CH:29]=2)([C:40]2[CH:41]=[CH:42][CH:43]=[CH:44][CH:45]=2)[C:34]2[CH:39]=[CH:38][CH:37]=[CH:36][CH:35]=2)[N:22]=[C:21]3[C:46]2[CH:51]=[CH:50][C:49]([F:52])=[CH:48][CH:47]=2)([NH:54][CH:1]=[O:2])[CH2:12]1)=[O:10])([CH3:7])([CH3:5])[CH3:6]. (3) The product is: [Cl:25][C:26]1[CH:27]=[C:28]([S:33]([NH:2][C:3]2[CH:8]=[CH:7][C:6]([N:9]3[CH2:10][CH2:11][C:12](=[O:15])[CH2:13][CH2:14]3)=[CH:5][CH:4]=2)(=[O:34])=[O:35])[CH:29]=[CH:30][C:31]=1[Cl:32]. Given the reactants Cl.[NH2:2][C:3]1[CH:8]=[CH:7][C:6]([N:9]2[CH2:14][CH2:13][C:12](=[O:15])[CH2:11][CH2:10]2)=[CH:5][CH:4]=1.C(N(C(C)C)CC)(C)C.[Cl:25][C:26]1[CH:27]=[C:28]([S:33](Cl)(=[O:35])=[O:34])[CH:29]=[CH:30][C:31]=1[Cl:32], predict the reaction product. (4) Given the reactants [CH:1]([CH:4]1[C:9](=[O:10])[NH:8][C:7]2[CH:11]=[CH:12][CH:13]=[CH:14][C:6]=2[O:5]1)([CH3:3])[CH3:2].C(=O)([O-])[O-].[K+].[K+].[C:21]([O:25][CH3:26])(=[O:24])[CH:22]=[CH2:23].O, predict the reaction product. The product is: [CH3:26][O:25][C:21](=[O:24])[CH2:22][CH2:23][N:8]1[C:7]2[CH:11]=[CH:12][CH:13]=[CH:14][C:6]=2[O:5][CH:4]([CH:1]([CH3:3])[CH3:2])[C:9]1=[O:10]. (5) Given the reactants [CH3:1][C:2]1[CH:7]=[CH:6][C:5]([N+:8]([O-:10])=[O:9])=[CH:4][C:3]=1[NH:11][C:12]([NH2:14])=[NH:13].O=[C:16]([C:23]1[CH:24]=[N:25][CH:26]=[CH:27][CH:28]=1)[CH2:17][C:18](OCC)=[O:19], predict the reaction product. The product is: [OH:19][C:18]1[N:14]=[C:12]([NH:11][C:3]2[CH:4]=[C:5]([N+:8]([O-:10])=[O:9])[CH:6]=[CH:7][C:2]=2[CH3:1])[N:13]=[C:16]([C:23]2[CH:24]=[N:25][CH:26]=[CH:27][CH:28]=2)[CH:17]=1. (6) Given the reactants [C:1](Cl)(=O)C(Cl)=O.[Cl:7][C:8]1[N:16]=[CH:15][CH:14]=[CH:13][C:9]=1[C:10]([OH:12])=[O:11].C(N(CC)CC)C.CO, predict the reaction product. The product is: [CH3:1][O:11][C:10](=[O:12])[C:9]1[CH:13]=[CH:14][CH:15]=[N:16][C:8]=1[Cl:7]. (7) Given the reactants [CH:1]1([C:4](=O)[CH2:5][CH3:6])[CH2:3][CH2:2]1.[NH2:8][C:9]1[CH:14]=[CH:13][C:12]([N+:15]([O-:17])=[O:16])=[CH:11][N:10]=1, predict the reaction product. The product is: [CH:1]1([C:4]2[N:8]=[C:9]3[CH:14]=[CH:13][C:12]([N+:15]([O-:17])=[O:16])=[CH:11][N:10]3[C:5]=2[CH3:6])[CH2:3][CH2:2]1.